This data is from Forward reaction prediction with 1.9M reactions from USPTO patents (1976-2016). The task is: Predict the product of the given reaction. (1) Given the reactants [CH2:1]([O:3][C:4]([N:6]1[CH2:21][CH2:20][C:10]2[C:11]3[C:12](=[O:19])[CH2:13][CH2:14][C:15]=3[C:16](I)=[CH:17][C:9]=2[CH2:8][CH2:7]1)=[O:5])[CH3:2].[B:22]1([B:22]2[O:26][C:25]([CH3:28])([CH3:27])[C:24]([CH3:30])([CH3:29])[O:23]2)[O:26][C:25]([CH3:28])([CH3:27])[C:24]([CH3:30])([CH3:29])[O:23]1.CC([O-])=O.[K+], predict the reaction product. The product is: [CH2:1]([O:3][C:4]([N:6]1[CH2:21][CH2:20][C:10]2[C:11]3[C:12](=[O:19])[CH2:13][CH2:14][C:15]=3[C:16]([B:22]3[O:26][C:25]([CH3:28])([CH3:27])[C:24]([CH3:30])([CH3:29])[O:23]3)=[CH:17][C:9]=2[CH2:8][CH2:7]1)=[O:5])[CH3:2]. (2) Given the reactants CS(N)(=O)=O.[CH3:6][O:7][CH2:8][CH2:9][S:10]([NH2:13])(=[O:12])=[O:11].C(C1(COC2C(C3CC3)=CC(C(O)=O)=C(F)C=2)C2CC3CC(CC1C3)C2)#N.[Cl:41][C:42]1[C:43]([O:52][CH2:53][C:54]2([C:64]#[N:65])[CH:61]3[CH2:62][CH:57]4[CH2:58][CH:59]([CH2:63][CH:55]2[CH2:56]4)[CH2:60]3)=[CH:44][C:45]([F:51])=[C:46]([CH:50]=1)[C:47](O)=[O:48], predict the reaction product. The product is: [Cl:41][C:42]1[C:43]([O:52][CH2:53][C:54]2([C:64]#[N:65])[CH:55]3[CH2:56][CH:57]4[CH2:58][CH:59]([CH2:60][CH:61]2[CH2:62]4)[CH2:63]3)=[CH:44][C:45]([F:51])=[C:46]([CH:50]=1)[C:47]([NH:13][S:10]([CH2:9][CH2:8][O:7][CH3:6])(=[O:12])=[O:11])=[O:48]. (3) The product is: [BrH:1].[NH2:28][C:26]1[S:27][C:2]2[CH2:8][CH2:7][CH2:6][C:5]3[CH:9]=[C:10]([N:13]4[CH2:17][C@H:16]([CH2:18][NH:19][C:20](=[O:22])[CH3:21])[O:15][C:14]4=[O:23])[CH:11]=[CH:12][C:4]=3[C:3]=2[N:25]=1. Given the reactants [Br:1][CH:2]1[CH2:8][CH2:7][CH2:6][C:5]2[CH:9]=[C:10]([N:13]3[CH2:17][C@H:16]([CH2:18][NH:19][C:20](=[O:22])[CH3:21])[O:15][C:14]3=[O:23])[CH:11]=[CH:12][C:4]=2[C:3]1=O.[NH2:25][C:26]([NH2:28])=[S:27], predict the reaction product. (4) Given the reactants [CH:1]([O:4][C:5]([N:7]1[CH2:11][CH2:10][CH:9]([O:12][C@@H:13]([C:15]2[N:19]=[C:18]([C:20]3[CH:21]=[N:22][C:23](Cl)=[N:24][CH:25]=3)[O:17][N:16]=2)[CH3:14])[CH2:8]1)=[O:6])([CH3:3])[CH3:2].[C:27]([O:31][C:32](=[O:47])[NH:33][C@@H:34]1[C@@H:38]([C:39]2[CH:44]=[C:43]([F:45])[CH:42]=[CH:41][C:40]=2[F:46])[CH2:37][NH:36][CH2:35]1)([CH3:30])([CH3:29])[CH3:28].CCN(C(C)C)C(C)C, predict the reaction product. The product is: [CH:1]([O:4][C:5]([N:7]1[CH2:11][CH2:10][C@@H:9]([O:12][C@@H:13]([C:15]2[N:19]=[C:18]([C:20]3[CH:21]=[N:22][C:23]([N:36]4[CH2:37][C@H:38]([C:39]5[CH:44]=[C:43]([F:45])[CH:42]=[CH:41][C:40]=5[F:46])[C@@H:34]([NH:33][C:32]([O:31][C:27]([CH3:30])([CH3:29])[CH3:28])=[O:47])[CH2:35]4)=[N:24][CH:25]=3)[O:17][N:16]=2)[CH3:14])[CH2:8]1)=[O:6])([CH3:3])[CH3:2]. (5) Given the reactants [C:1]([O:5][C:6]([NH:8][CH:9]([C:14]1[CH:19]=[CH:18][C:17]([O:20][C:21]([F:24])([F:23])[F:22])=[CH:16][CH:15]=1)[CH2:10][C:11](O)=[O:12])=[O:7])([CH3:4])([CH3:3])[CH3:2].O.ON1C2C=CC=CC=2N=N1.Cl.[CH3:37][N:38](C)[CH2:39]CCN=C=NCC.CNC, predict the reaction product. The product is: [C:1]([O:5][C:6](=[O:7])[NH:8][CH:9]([C:14]1[CH:19]=[CH:18][C:17]([O:20][C:21]([F:24])([F:23])[F:22])=[CH:16][CH:15]=1)[CH2:10][C:11]([N:38]([CH3:39])[CH3:37])=[O:12])([CH3:4])([CH3:3])[CH3:2]. (6) Given the reactants C(=O)([O-])[O-].[K+].[K+].F[C:8]1[CH:15]=[CH:14][C:11]([C:12]#[N:13])=[CH:10][CH:9]=1.[CH2:16]([O:18][C:19](=[O:28])[C:20]1[CH:25]=[C:24]([OH:26])[CH:23]=[C:22]([OH:27])[CH:21]=1)[CH3:17], predict the reaction product. The product is: [CH2:16]([O:18][C:19](=[O:28])[C:20]1[CH:25]=[C:24]([OH:26])[CH:23]=[C:22]([O:27][C:8]2[CH:15]=[CH:14][C:11]([C:12]#[N:13])=[CH:10][CH:9]=2)[CH:21]=1)[CH3:17].